From a dataset of Reaction yield outcomes from USPTO patents with 853,638 reactions. Predict the reaction yield, written as a fraction of the theoretical maximum amount of product (1.0 means a 100% yield; for example, 0.34 means a 34% yield). (1) The reactants are [CH2:1]([C:4]1[N:8]([CH2:9][C:10]2[CH:11]=[N:12][C:13]([C:16]3[CH:21]=[CH:20][CH:19]=[CH:18][C:17]=3[C:22]3[NH:26][N:25]=[N:24][N:23]=3)=[CH:14][CH:15]=2)[N:7]=[C:6]([C:27](O)=[O:28])[CH:5]=1)[CH2:2][CH3:3].CN(C(ON1N=NC2C=CC=NC1=2)=[N+](C)C)C.F[P-](F)(F)(F)(F)F.CCN(C(C)C)C(C)C.CN(C=O)C.[NH2:68][C@H:69]([CH2:74][C:75]1[CH:80]=[CH:79][CH:78]=[CH:77][C:76]=1[Cl:81])[CH2:70][C:71]([OH:73])=[O:72].Cl. No catalyst specified. The product is [Cl:81][C:76]1[CH:77]=[CH:78][CH:79]=[CH:80][C:75]=1[CH2:74][C@@H:69]([NH:68][C:27]([C:6]1[CH:5]=[C:4]([CH2:1][CH2:2][CH3:3])[N:8]([CH2:9][C:10]2[CH:11]=[N:12][C:13]([C:16]3[CH:21]=[CH:20][CH:19]=[CH:18][C:17]=3[C:22]3[NH:26][N:25]=[N:24][N:23]=3)=[CH:14][CH:15]=2)[N:7]=1)=[O:28])[CH2:70][C:71]([OH:73])=[O:72]. The yield is 1.00. (2) The reactants are [N:1]1([C:6]2[CH:11]=[CH:10][C:9]([C:12]3[O:13][C:14]4[CH:30]=[CH:29][C:28]([NH2:31])=[CH:27][C:15]=4[C:16](=[O:26])[C:17]=3[O:18][CH2:19][C:20]3[CH:25]=[CH:24][CH:23]=[CH:22][CH:21]=3)=[CH:8][CH:7]=2)[CH:5]=[CH:4][N:3]=[CH:2]1.[C:32](#[N:34])[CH3:33]. No catalyst specified. The product is [N:1]1([C:6]2[CH:11]=[CH:10][C:9]([C:12]3[O:13][C:14]4[CH:30]=[CH:29][C:28]([NH:31][C:32](=[NH:34])[CH3:33])=[CH:27][C:15]=4[C:16](=[O:26])[C:17]=3[O:18][CH2:19][C:20]3[CH:25]=[CH:24][CH:23]=[CH:22][CH:21]=3)=[CH:8][CH:7]=2)[CH:5]=[CH:4][N:3]=[CH:2]1. The yield is 0.730. (3) The reactants are [F:1][C:2]1[CH:29]=[C:28]([N+:30]([O-:32])=[O:31])[CH:27]=[CH:26][C:3]=1[O:4][C:5]1[CH:10]=[CH:9][N:8]=[C:7]2[CH:11]=[C:12]([C:14]3[N:15]([CH3:25])[C:16]([CH2:19][NH:20][CH2:21][CH2:22][O:23][CH3:24])=[CH:17][N:18]=3)[S:13][C:6]=12.[CH3:33][C:34]([O:37][C:38](O[C:38]([O:37][C:34]([CH3:36])([CH3:35])[CH3:33])=[O:39])=[O:39])([CH3:36])[CH3:35]. The catalyst is C(Cl)Cl. The product is [F:1][C:2]1[CH:29]=[C:28]([N+:30]([O-:32])=[O:31])[CH:27]=[CH:26][C:3]=1[O:4][C:5]1[CH:10]=[CH:9][N:8]=[C:7]2[CH:11]=[C:12]([C:14]3[N:15]([CH3:25])[C:16]([CH2:19][N:20]([CH2:21][CH2:22][O:23][CH3:24])[C:38](=[O:39])[O:37][C:34]([CH3:36])([CH3:35])[CH3:33])=[CH:17][N:18]=3)[S:13][C:6]=12. The yield is 0.710. (4) The reactants are Br[C:2]1[CH:3]=[N:4][CH:5]=[C:6]([N:10]2[CH2:21][CH2:20][N:19]3[C:12](=[CH:13][C:14]4[CH2:15][C:16]([CH3:23])([CH3:22])[CH2:17][C:18]=43)[C:11]2=[O:24])[C:7]=1[CH:8]=[O:9].[CH3:25][N:26]1[CH:31]=[C:30](B2OC(C)(C)C(C)(C)O2)[CH:29]=[C:28]([NH:41][C:42]2[CH:47]=[CH:46][N:45]=[C:44]([CH3:48])[N:43]=2)[C:27]1=[O:49].[O-]P([O-])([O-])=O.[K+].[K+].[K+].C([O-])(=O)C.[Na+]. The catalyst is C1C=CC(P(C2C=CC=CC=2)[C-]2C=CC=C2)=CC=1.C1C=CC(P(C2C=CC=CC=2)[C-]2C=CC=C2)=CC=1.Cl[Pd]Cl.[Fe+2].O.C(#N)C. The product is [CH3:22][C:16]1([CH3:23])[CH2:15][C:14]2[CH:13]=[C:12]3[N:19]([CH2:20][CH2:21][N:10]([C:6]4[CH:5]=[N:4][CH:3]=[C:2]([C:30]5[CH:29]=[C:28]([NH:41][C:42]6[CH:47]=[CH:46][N:45]=[C:44]([CH3:48])[N:43]=6)[C:27](=[O:49])[N:26]([CH3:25])[CH:31]=5)[C:7]=4[CH:8]=[O:9])[C:11]3=[O:24])[C:18]=2[CH2:17]1. The yield is 0.530. (5) The reactants are Cl[C:2]1[N:7]=[C:6]([NH2:8])[N:5]=[C:4]([NH2:9])[CH:3]=1.[NH:10]1[CH2:15][CH:14]=[CH:13][CH2:12][CH2:11]1.O. The catalyst is C1(C)C=CC=CC=1. The product is [NH2:8][C:6]1[N:7]=[C:2]([N:10]2[CH2:11][CH:12]=[CH:13][CH2:14][CH2:15]2)[CH:3]=[C:4]([NH2:9])[N:5]=1. The yield is 0.940. (6) The reactants are [C:1]([CH:4]1[CH2:29][CH2:28][C:7]2([CH2:12][CH2:11][N:10]([C:13]3[CH:18]=[CH:17][CH:16]=[CH:15][C:14]=3/[CH:19]=[CH:20]/[C:21]([O:23]C(C)(C)C)=[O:22])[CH2:9][CH2:8]2)[CH2:6][CH2:5]1)(=[O:3])[NH2:2].FC(F)(F)C(O)=O. The catalyst is ClCCl. The product is [C:1]([CH:4]1[CH2:29][CH2:28][C:7]2([CH2:8][CH2:9][N:10]([C:13]3[CH:18]=[CH:17][CH:16]=[CH:15][C:14]=3/[CH:19]=[CH:20]/[C:21]([OH:23])=[O:22])[CH2:11][CH2:12]2)[CH2:6][CH2:5]1)(=[O:3])[NH2:2]. The yield is 0.700.